This data is from Catalyst prediction with 721,799 reactions and 888 catalyst types from USPTO. The task is: Predict which catalyst facilitates the given reaction. (1) Reactant: Br[C:2]1[CH:3]=[N:4][C:5]([NH:8][CH2:9][C:10]([C:13]2[CH:18]=[CH:17][C:16]([F:19])=[CH:15][CH:14]=2)([CH3:12])[CH3:11])=[N:6][CH:7]=1.[C:20]([C:22]1[CH:23]=[C:24](B(O)O)[CH:25]=[CH:26][C:27]=1[F:28])#[N:21].C(=O)([O-])[O-].[K+].[K+]. Product: [F:28][C:27]1[CH:26]=[CH:25][C:24]([C:2]2[CH:3]=[N:4][C:5]([NH:8][CH2:9][C:10]([C:13]3[CH:18]=[CH:17][C:16]([F:19])=[CH:15][CH:14]=3)([CH3:12])[CH3:11])=[N:6][CH:7]=2)=[CH:23][C:22]=1[C:20]#[N:21]. The catalyst class is: 12. (2) Reactant: [C:1](OC(=O)C)(=[O:3])C.[N:8]1[N:12]2[CH2:13][CH2:14][CH2:15][NH:16][C:11]2=[C:10]([CH2:17][CH2:18][C:19]([OH:21])=[O:20])[CH:9]=1. Product: [CH:1]([N:16]1[CH2:15][CH2:14][CH2:13][N:12]2[N:8]=[CH:9][C:10]([CH2:17][CH2:18][C:19]([OH:21])=[O:20])=[C:11]12)=[O:3]. The catalyst class is: 106. (3) Reactant: Br[C:2]1[CH:3]=[CH:4][C:5]2[N:6]([N:8]=[CH:9][CH:10]=2)[CH:7]=1.[CH3:11][C:12]1([CH3:28])[C:16]([CH3:18])([CH3:17])[O:15][B:14]([B:14]2[O:15][C:16]([CH3:18])([CH3:17])[C:12]([CH3:28])([CH3:11])[O:13]2)[O:13]1.C([O-])(=O)C.[K+]. Product: [CH3:11][C:12]1([CH3:28])[C:16]([CH3:18])([CH3:17])[O:15][B:14]([C:2]2[CH:3]=[CH:4][C:5]3[N:6]([N:8]=[CH:9][CH:10]=3)[CH:7]=2)[O:13]1. The catalyst class is: 75. (4) Reactant: [OH:1][C:2]1[CH:9]=[CH:8][C:5]([CH:6]=O)=[CH:4][CH:3]=1.[CH:10]([NH2:12])=[O:11].C(O)=O. Product: [OH:1][C:2]1[CH:9]=[CH:8][C:5]([CH2:6][NH:12][CH:10]=[O:11])=[CH:4][CH:3]=1. The catalyst class is: 6.